The task is: Predict the reaction yield, written as a fraction of the theoretical maximum amount of product (1.0 means a 100% yield; for example, 0.34 means a 34% yield).. This data is from Reaction yield outcomes from USPTO patents with 853,638 reactions. (1) The reactants are Br[C:2]1[CH:3]=[C:4]2[C:9](=[CH:10][CH:11]=1)[N:8]=[C:7]([O:12][CH3:13])[CH:6]=[C:5]2[C:14]1[CH:19]=[CH:18][CH:17]=[C:16]([O:20][CH2:21][CH3:22])[CH:15]=1.[N:23]1[CH:28]=[CH:27][CH:26]=[C:25]([C:29]([C:31]2[CH:32]=[N:33][CH:34]=[CH:35][CH:36]=2)=[O:30])[CH:24]=1. No catalyst specified. The product is [CH2:21]([O:20][C:16]1[CH:15]=[C:14]([C:5]2[C:4]3[C:9](=[CH:10][CH:11]=[C:2]([C:29]([C:31]4[CH:32]=[N:33][CH:34]=[CH:35][CH:36]=4)([C:25]4[CH:24]=[N:23][CH:28]=[CH:27][CH:26]=4)[OH:30])[CH:3]=3)[N:8]=[C:7]([O:12][CH3:13])[CH:6]=2)[CH:19]=[CH:18][CH:17]=1)[CH3:22]. The yield is 0.412. (2) The yield is 0.850. The product is [F:27][C:28]([F:33])([F:32])[C:29]([OH:31])=[O:30].[NH2:18][CH2:17][CH2:16][N:15]([CH2:14][C:13]1[N:9]([C:6]2[CH:5]=[CH:4][C:3]([C:1]#[N:2])=[CH:8][CH:7]=2)[N:10]=[CH:11][CH:12]=1)[CH3:26]. The catalyst is ClCCl. The reactants are [C:1]([C:3]1[CH:8]=[CH:7][C:6]([N:9]2[C:13]([CH2:14][N:15]([CH3:26])[CH2:16][CH2:17][NH:18]C(=O)OC(C)(C)C)=[CH:12][CH:11]=[N:10]2)=[CH:5][CH:4]=1)#[N:2].[F:27][C:28]([F:33])([F:32])[C:29]([OH:31])=[O:30].